Dataset: Peptide-MHC class I binding affinity with 185,985 pairs from IEDB/IMGT. Task: Regression. Given a peptide amino acid sequence and an MHC pseudo amino acid sequence, predict their binding affinity value. This is MHC class I binding data. (1) The peptide sequence is YLYETYHLI. The MHC is HLA-A02:19 with pseudo-sequence HLA-A02:19. The binding affinity (normalized) is 1.00. (2) The peptide sequence is FELLHFISS. The MHC is HLA-A02:11 with pseudo-sequence HLA-A02:11. The binding affinity (normalized) is 0.0847. (3) The peptide sequence is LMRNHLRDL. The MHC is HLA-A24:02 with pseudo-sequence HLA-A24:02. The binding affinity (normalized) is 0. (4) The peptide sequence is DAKNDDWKKY. The MHC is HLA-A68:01 with pseudo-sequence HLA-A68:01. The binding affinity (normalized) is 0.